Predict the reactants needed to synthesize the given product. From a dataset of Full USPTO retrosynthesis dataset with 1.9M reactions from patents (1976-2016). (1) Given the product [C:12]([O:16][C:17]([NH:18][C@@H:19]([CH2:22][N:10]1[CH:11]=[C:7]([C:1]2[CH:2]=[CH:3][CH:4]=[CH:5][CH:6]=2)[N:8]=[CH:9]1)[C:20]([OH:23])=[O:21])=[O:24])([CH3:15])([CH3:13])[CH3:14], predict the reactants needed to synthesize it. The reactants are: [C:1]1([C:7]2[N:8]=[CH:9][NH:10][CH:11]=2)[CH:6]=[CH:5][CH:4]=[CH:3][CH:2]=1.[C:12]([O:16][C:17](=[O:24])[NH:18][CH:19]1[CH2:22][O:21][C:20]1=[O:23])([CH3:15])([CH3:14])[CH3:13]. (2) Given the product [Cl:50][C:51]1[CH:62]=[CH:61][C:54]2[NH:55][C:56]([CH:58]([NH:60][C:5](=[O:7])[C:4]3[CH:8]=[CH:9][C:10]([N:11]([CH:15]4[CH2:18][CH2:17][CH2:16]4)[C:12](=[O:14])[CH3:13])=[C:2]([CH3:1])[CH:3]=3)[CH3:59])=[N:57][C:53]=2[CH:52]=1, predict the reactants needed to synthesize it. The reactants are: [CH3:1][C:2]1[CH:3]=[C:4]([CH:8]=[CH:9][C:10]=1[N:11]([CH:15]1[CH2:18][CH2:17][CH2:16]1)[C:12](=[O:14])[CH3:13])[C:5]([OH:7])=O.CN(C(ON1N=NC2C=CC=CC1=2)=[N+](C)C)C.[B-](F)(F)(F)F.C(N(C(C)C)CC)(C)C.[Cl:50][C:51]1[CH:62]=[CH:61][C:54]2[N:55]=[C:56]([CH:58]([NH2:60])[CH3:59])[NH:57][C:53]=2[CH:52]=1.ClCl. (3) Given the product [NH2:1][C:2]1[C:10]([Cl:11])=[CH:9][C:5]([C:6]([NH:13][CH:14]2[CH2:19][CH2:18][N:17]([CH3:20])[CH2:16][CH2:15]2)=[O:8])=[C:4]([F:12])[CH:3]=1, predict the reactants needed to synthesize it. The reactants are: [NH2:1][C:2]1[C:10]([Cl:11])=[CH:9][C:5]([C:6]([OH:8])=O)=[C:4]([F:12])[CH:3]=1.[NH2:13][CH:14]1[CH2:19][CH2:18][N:17]([CH3:20])[CH2:16][CH2:15]1.C(N(C(C)C)CC)(C)C.CN(C(ON1N=NC2C=CC=NC1=2)=[N+](C)C)C.F[P-](F)(F)(F)(F)F. (4) Given the product [C:1]([C@H:5]1[CH2:10][CH2:9][C@H:8]([N:11]([C:38]2[N:46]([CH3:25])[C:41]3[CH:42]=[CH:43][CH:44]=[CH:45][C:40]=3[N:39]=2)[CH:12]([C:14]2[CH:24]=[CH:23][C:17]([C:18]([O:20][CH2:21][CH3:22])=[O:19])=[CH:16][CH:15]=2)[CH3:13])[CH2:7][CH2:6]1)([CH3:2])([CH3:3])[CH3:4], predict the reactants needed to synthesize it. The reactants are: [C:1]([C@H:5]1[CH2:10][CH2:9][C@H:8]([NH:11][CH:12]([C:14]2[CH:24]=[CH:23][C:17]([C:18]([O:20][CH2:21][CH3:22])=[O:19])=[CH:16][CH:15]=2)[CH3:13])[CH2:7][CH2:6]1)([CH3:4])([CH3:3])[CH3:2].[CH3:25]CN(C(C)C)C(C)C.C(Cl)(Cl)=S.[CH3:38][NH:39][C:40]1[C:41]([NH2:46])=[CH:42][CH:43]=[CH:44][CH:45]=1.Cl. (5) Given the product [CH3:1][N:2]1[C:6]([C:7]([OH:9])=[O:8])=[CH:5][C:4]([C:11]2[CH:16]=[CH:15][CH:14]=[CH:13][CH:12]=2)=[N:3]1, predict the reactants needed to synthesize it. The reactants are: [CH3:1][N:2]1[C:6]([C:7]([O:9]C)=[O:8])=[CH:5][C:4]([C:11]2[CH:16]=[CH:15][CH:14]=[CH:13][CH:12]=2)=[N:3]1.O.O.[OH-].[Li+]. (6) Given the product [F:24][C:25]1[CH:26]=[CH:27][C:28]([CH2:29][CH:30]2[CH2:31][CH2:32][N:33]([C:12]([C:7]3[NH:8][C:9]4[C:4]([C:5](=[O:15])[CH:6]=3)=[CH:3][C:2]([OH:1])=[CH:11][CH:10]=4)=[O:14])[CH2:34][CH2:35]2)=[CH:36][CH:37]=1, predict the reactants needed to synthesize it. The reactants are: [OH:1][C:2]1[CH:3]=[C:4]2[C:9](=[CH:10][CH:11]=1)[NH:8][C:7]([C:12]([OH:14])=O)=[CH:6][C:5]2=[O:15].C(N(CC)CC)C.Cl.[F:24][C:25]1[CH:37]=[CH:36][C:28]([CH2:29][CH:30]2[CH2:35][CH2:34][NH:33][CH2:32][CH2:31]2)=[CH:27][CH:26]=1.CN(C(ON1N=NC2C=CC=CC1=2)=[N+](C)C)C.F[P-](F)(F)(F)(F)F.